From a dataset of Reaction yield outcomes from USPTO patents with 853,638 reactions. Predict the reaction yield, written as a fraction of the theoretical maximum amount of product (1.0 means a 100% yield; for example, 0.34 means a 34% yield). The reactants are [O:1]=[C:2]1[NH:10]/[C:9](=[N:11]\[NH:12][C:13](=O)[CH2:14][CH2:15][CH2:16][N:17]2[CH:21]=[C:20]([C:22]3[CH:27]=[CH:26][CH:25]=[CH:24][CH:23]=3)[CH:19]=[N:18]2)/[N:8]([CH2:29][CH2:30][CH2:31][CH2:32][CH3:33])[C:7]2[N:6]=[CH:5][NH:4][C:3]1=2. The catalyst is C1(C)C=CC=CC=1. The product is [CH2:29]([N:8]1[C:7]2[N:6]=[CH:5][NH:4][C:3]=2[C:2](=[O:1])[N:10]2[C:13]([CH2:14][CH2:15][CH2:16][N:17]3[CH:21]=[C:20]([C:22]4[CH:27]=[CH:26][CH:25]=[CH:24][CH:23]=4)[CH:19]=[N:18]3)=[N:12][N:11]=[C:9]12)[CH2:30][CH2:31][CH2:32][CH3:33]. The yield is 0.660.